This data is from Reaction yield outcomes from USPTO patents with 853,638 reactions. The task is: Predict the reaction yield, written as a fraction of the theoretical maximum amount of product (1.0 means a 100% yield; for example, 0.34 means a 34% yield). (1) The reactants are [NH2:1][C:2]1[CH:3]=[C:4]([N:8]([CH2:16][C:17]2[CH:22]=[CH:21][CH:20]=[C:19]([O:23][C:24]([F:29])([F:28])[CH:25]([F:27])[F:26])[CH:18]=2)[CH2:9][CH:10]([OH:15])[C:11]([F:14])([F:13])[F:12])[CH:5]=[CH:6][CH:7]=1.C(N(CC)CC)C.[F:37][C:38]1[CH:43]=[CH:42][C:41]([N:44]=[C:45]=[O:46])=[CH:40][CH:39]=1. The catalyst is ClCCl. The product is [F:37][C:38]1[CH:43]=[CH:42][C:41]([NH:44][C:45]([NH:1][C:2]2[CH:7]=[CH:6][CH:5]=[C:4]([N:8]([CH2:16][C:17]3[CH:22]=[CH:21][CH:20]=[C:19]([O:23][C:24]([F:28])([F:29])[CH:25]([F:26])[F:27])[CH:18]=3)[CH2:9][CH:10]([OH:15])[C:11]([F:14])([F:13])[F:12])[CH:3]=2)=[O:46])=[CH:40][CH:39]=1. The yield is 0.400. (2) The reactants are [Br:1][C:2]1[CH:8]=[C:7]([N+:9]([O-:11])=[O:10])[CH:6]=[C:5]([Br:12])[C:3]=1N.OS(O)(=O)=O.N([O-])=O.[Na+]. The catalyst is C(O)C. The product is [Br:1][C:2]1[CH:8]=[C:7]([N+:9]([O-:11])=[O:10])[CH:6]=[C:5]([Br:12])[CH:3]=1. The yield is 0.930.